Dataset: Reaction yield outcomes from USPTO patents with 853,638 reactions. Task: Predict the reaction yield, written as a fraction of the theoretical maximum amount of product (1.0 means a 100% yield; for example, 0.34 means a 34% yield). (1) The yield is 0.650. The reactants are [C:1]([N:5]1[C:9](=[O:10])[C:8](Cl)=[C:7]([C:12]2[CH:17]=[CH:16][CH:15]=[CH:14][CH:13]=2)[S:6]1(=[O:19])=[O:18])([CH3:4])([CH3:3])[CH3:2].[C:20]1([CH2:26][CH2:27][NH2:28])[CH:25]=[CH:24][CH:23]=[CH:22][CH:21]=1. The catalyst is CC#N. The product is [C:1]([N:5]1[C:9](=[O:10])[C:8]([NH:28][CH2:27][CH2:26][C:20]2[CH:25]=[CH:24][CH:23]=[CH:22][CH:21]=2)=[C:7]([C:12]2[CH:17]=[CH:16][CH:15]=[CH:14][CH:13]=2)[S:6]1(=[O:19])=[O:18])([CH3:4])([CH3:3])[CH3:2]. (2) The reactants are [Cl:1][C:2]1[N:11]=[C:10](Cl)[C:9]2[CH2:8][CH2:7][CH2:6][CH:5]([C:13]3[CH:18]=[CH:17][CH:16]=[CH:15][CH:14]=3)[C:4]=2[N:3]=1.[Cl-].[NH4+]. The catalyst is CC(C)=O.O.[Zn]. The product is [Cl:1][C:2]1[N:11]=[CH:10][C:9]2[CH2:8][CH2:7][CH2:6][CH:5]([C:13]3[CH:18]=[CH:17][CH:16]=[CH:15][CH:14]=3)[C:4]=2[N:3]=1. The yield is 0.524.